Dataset: B-cell epitopes from IEDB database with 3,159 antigens for binding position prediction. Task: Token-level Classification. Given an antigen amino acid sequence, predict which amino acid positions are active epitope sites capable of antibody binding. Output is a list of indices for active positions. Given the antigen sequence: MATLLRSLALFKRNKDKPPITSGSGGAIRGIKHIIIVPIPGDSSITTRSRLLDRLVRLIGNPDVSGPKLTGALIGILSLFVESPGQLIQRITDDPDVSIRLLEVVQSDQSQSGLTFASRGTNMEDEADQYFSHDDPSSSDQSRSGWFENKEISDIEVQDPEGFNMILGTILAQIWVLLAKAVTAPDTAADSELRRWIKYTQQRRVVGEFRLERKWLDVVRNRIAEDLSLRRFMVALILDIKRTPGNKPRIAEMICDIDTYIVEAGLASFILTIKFGIETMYPALGLHEFAGELSTLESLMNLYQQMGETAPYMVILENSIQNKFSAGSYPLLWSYAMGVGVELENSMGGLNFGRSYFDPAYFRLGQEMVRRSAGKVSSTLASELGITAEDARLVSEIAMHTTEDRISRAVGPRQAQVSFLHGDQSENELPGLGGKEDRRVKQSRGEARESYRETGSSRTSDARATHLPTNTPLDIDTASESSQDPQDSRRSADALLRLQA..., which amino acid positions are active epitope sites? The epitope positions are: [337, 338, 339, 340, 341, 342, 343, 344, 345, 346, 347, 348, 349, 350, 351]. The amino acids at these positions are: GVGVELENSMGGLNF.